Dataset: CYP3A4 inhibition data for predicting drug metabolism from PubChem BioAssay. Task: Regression/Classification. Given a drug SMILES string, predict its absorption, distribution, metabolism, or excretion properties. Task type varies by dataset: regression for continuous measurements (e.g., permeability, clearance, half-life) or binary classification for categorical outcomes (e.g., BBB penetration, CYP inhibition). Dataset: cyp3a4_veith. (1) The molecule is CN(C)C(=C(C#N)C#N)N1CCN(c2ccc(Cl)c(Cl)c2)CC1. The result is 1 (inhibitor). (2) The molecule is O=C(CN1CCN(S(=O)(=O)c2ccc(F)cc2)CC1)Nc1ccc(Cl)c(C(F)(F)F)c1. The result is 1 (inhibitor). (3) The drug is COc1ccc(-n2c(=O)c(-c3cn(C)c4ccccc34)nc3cnc(N4CCOCC4)nc32)cc1. The result is 0 (non-inhibitor). (4) The molecule is Cc1csc(NC(=O)CCNS(=O)(=O)c2ccc3c(c2)c(=O)n(C)c(=O)n3C)n1. The result is 1 (inhibitor). (5) The compound is FC(F)(F)c1ccccc1-c1nc(NCc2cccnc2)c2ccccc2n1. The result is 1 (inhibitor). (6) The drug is Cc1ccc(S(=O)(=O)O)cc1.c1cc2c(c(NC3=NCCN3)c1)CCCC2. The result is 0 (non-inhibitor). (7) The drug is COCCn1c(=O)c(-c2cccs2)nc2cnc(OC)nc21. The result is 1 (inhibitor).